From a dataset of Full USPTO retrosynthesis dataset with 1.9M reactions from patents (1976-2016). Predict the reactants needed to synthesize the given product. (1) Given the product [NH2:21][C:19]1[N:20]=[C:15]([C:8]2[CH:9]=[CH:10][C:5]([C:3]([NH:2][CH3:1])=[O:4])=[CH:6][CH:7]=2)[CH:16]=[C:17]([NH:22][CH3:23])[N:18]=1, predict the reactants needed to synthesize it. The reactants are: [CH3:1][NH:2][C:3]([C:5]1[CH:10]=[CH:9][C:8](B(O)O)=[CH:7][CH:6]=1)=[O:4].I[C:15]1[N:20]=[C:19]([NH2:21])[N:18]=[C:17]([NH:22][CH3:23])[CH:16]=1. (2) Given the product [F:27][C:6]1[CH:5]=[C:4](/[CH:28]=[CH:29]/[C:30]([OH:32])=[O:31])[CH:3]=[C:2]([F:1])[C:7]=1[C@@H:8]1[C:13]2[NH:14][C:15]3[C:20]([C:12]=2[CH2:11][C@@H:10]([CH3:21])[N:9]1[CH2:22][C:23]([F:26])([CH3:25])[CH3:24])=[CH:19][CH:18]=[CH:17][CH:16]=3, predict the reactants needed to synthesize it. The reactants are: [F:1][C:2]1[CH:3]=[C:4](/[CH:28]=[CH:29]/[C:30]([O:32]C)=[O:31])[CH:5]=[C:6]([F:27])[C:7]=1[C@@H:8]1[C:13]2[NH:14][C:15]3[C:20]([C:12]=2[CH2:11][C@@H:10]([CH3:21])[N:9]1[CH2:22][C:23]([F:26])([CH3:25])[CH3:24])=[CH:19][CH:18]=[CH:17][CH:16]=3.C(O)(C)C.[OH-].[Na+].Cl. (3) Given the product [Cl:16][C:17]1[C:22]([CH3:23])=[C:21]([C:1]2[CH:6]=[CH:5][CH:4]=[CH:3][CH:2]=2)[N:20]=[CH:19][N:18]=1, predict the reactants needed to synthesize it. The reactants are: [C:1]1(B(O)O)[CH:6]=[CH:5][CH:4]=[CH:3][CH:2]=1.C(=O)([O-])[O-].[K+].[K+].[Cl:16][C:17]1[C:22]([CH3:23])=[C:21](Cl)[N:20]=[CH:19][N:18]=1.[Cl-].[NH4+]. (4) The reactants are: C(OC([NH:11][C@H:12]1[CH2:17][CH2:16][N:15]([C:18]([O:20][C:21]([CH3:24])([CH3:23])[CH3:22])=[O:19])[CH2:14][C@H:13]1[N:25]([CH3:27])[CH3:26])=O)C1C=CC=CC=1.[H][H]. Given the product [NH2:11][C@H:12]1[CH2:17][CH2:16][N:15]([C:18]([O:20][C:21]([CH3:22])([CH3:23])[CH3:24])=[O:19])[CH2:14][C@H:13]1[N:25]([CH3:27])[CH3:26], predict the reactants needed to synthesize it. (5) Given the product [Cl:28][C:29]1[CH:30]=[CH:31][C:32]([C:35]2[N:36]=[C:37]3[CH:42]=[CH:41][CH:40]=[CH:39][N:38]3[C:43]=2[CH2:44][N:45]2[C:49]([C:50]([N:2]([CH3:3])[CH3:1])=[O:51])=[N:48][CH:47]=[N:46]2)=[CH:33][CH:34]=1, predict the reactants needed to synthesize it. The reactants are: [CH3:1][NH:2][C:3](C1N(CC2N3C=C(C)C=CC3=NC=2C2C=CC(C)=CC=2)N=CN=1)=O.[Cl:28][C:29]1[CH:34]=[CH:33][C:32]([C:35]2[N:36]=[C:37]3[CH:42]=[CH:41][CH:40]=[CH:39][N:38]3[C:43]=2[CH2:44][N:45]2[C:49]([C:50](OC)=[O:51])=[N:48][CH:47]=[N:46]2)=[CH:31][CH:30]=1.CNC.